Dataset: Reaction yield outcomes from USPTO patents with 853,638 reactions. Task: Predict the reaction yield, written as a fraction of the theoretical maximum amount of product (1.0 means a 100% yield; for example, 0.34 means a 34% yield). (1) The reactants are [Br:1][C:2]1[CH:3]=[C:4]2[C:9](=[CH:10][CH:11]=1)[N:8]=[CH:7][C:6]([C:12]([CH:14]1[CH2:16][CH2:15]1)=[O:13])=[C:5]2Cl.[NH2:18][C:19]1[CH:20]=[CH:21][C:22]([N:25]2[CH2:29][CH2:28][CH:27]([OH:30])[CH2:26]2)=[N:23][CH:24]=1. No catalyst specified. The product is [Br:1][C:2]1[CH:3]=[C:4]2[C:9](=[CH:10][CH:11]=1)[N:8]=[CH:7][C:6]([C:12]([CH:14]1[CH2:16][CH2:15]1)=[O:13])=[C:5]2[NH:18][C:19]1[CH:24]=[N:23][C:22]([N:25]2[CH2:29][CH2:28][CH:27]([OH:30])[CH2:26]2)=[CH:21][CH:20]=1. The yield is 0.510. (2) The reactants are [CH2:1]([N:8]([CH2:20][C:21]1[CH:26]=[CH:25][CH:24]=[CH:23][CH:22]=1)[C@@H:9]1[CH2:18][CH2:17][C:16]2[C:11](=[C:12](Br)[CH:13]=[CH:14][CH:15]=2)[CH2:10]1)[C:2]1[CH:7]=[CH:6][CH:5]=[CH:4][CH:3]=1.[F:27][C:28]1[C:33](B(O)O)=[CH:32][CH:31]=[CH:30][N:29]=1. No catalyst specified. The product is [CH2:1]([N:8]([CH2:20][C:21]1[CH:26]=[CH:25][CH:24]=[CH:23][CH:22]=1)[C@@H:9]1[CH2:18][CH2:17][C:16]2[C:11](=[C:12]([C:33]3[C:28]([F:27])=[N:29][CH:30]=[CH:31][CH:32]=3)[CH:13]=[CH:14][CH:15]=2)[CH2:10]1)[C:2]1[CH:7]=[CH:6][CH:5]=[CH:4][CH:3]=1. The yield is 0.750. (3) The yield is 0.320. No catalyst specified. The reactants are [NH:1]([C:3]1[S:4][C:5]2[CH:11]=[C:10]([CH3:12])[CH:9]=[CH:8][C:6]=2[N:7]=1)[NH2:2].O=[C:14]1[CH2:23][CH2:22][C:21]2[C:16](=[CH:17][CH:18]=[CH:19][CH:20]=2)[CH:15]1[C:24](OCC)=[O:25]. The product is [CH3:12][C:10]1[CH:9]=[CH:8][C:6]2[N:7]=[C:3]([N:1]3[C:24]([OH:25])=[C:15]4[C:14]([CH2:23][CH2:22][C:21]5[CH:20]=[CH:19][CH:18]=[CH:17][C:16]=54)=[N:2]3)[S:4][C:5]=2[CH:11]=1. (4) The reactants are Br[CH:2](Br)C.[CH3:5][O:6][C:7]([C:9]1[S:10][C:11]([C:31]2[CH:36]=[CH:35][CH:34]=[CH:33][CH:32]=2)=[CH:12][C:13]=1[N:14]([C:22]([CH:24]1[CH2:29][CH2:28][CH:27]([CH3:30])[CH2:26][CH2:25]1)=[O:23])[CH:15]1[CH2:20][CH2:19][C:18](=O)[CH2:17][CH2:16]1)=[O:8].C(=O)(O)[O-].[Na+]. The catalyst is O1CCCC1.ClCCl.[Zn]. The product is [CH3:5][O:6][C:7]([C:9]1[S:10][C:11]([C:31]2[CH:36]=[CH:35][CH:34]=[CH:33][CH:32]=2)=[CH:12][C:13]=1[N:14]([C:22]([CH:24]1[CH2:25][CH2:26][CH:27]([CH3:30])[CH2:28][CH2:29]1)=[O:23])[CH:15]1[CH2:20][CH2:19][C:18](=[CH2:2])[CH2:17][CH2:16]1)=[O:8]. The yield is 0.810. (5) The product is [CH:1]1([NH:4][C:5]([C:7]2[CH:12]=[C:11]([C:13]3[C:14]([C:27]([NH:60][CH2:59][CH2:58][N:53]4[CH2:57][CH2:56][CH2:55][CH2:54]4)=[O:28])=[CH:15][C:16]([C:19]([NH:21][CH2:22][C:23]([CH3:24])([CH3:26])[CH3:25])=[O:20])=[CH:17][CH:18]=3)[C:10]([CH3:30])=[C:9]([F:31])[CH:8]=2)=[O:6])[CH2:3][CH2:2]1. The reactants are [CH:1]1([NH:4][C:5]([C:7]2[CH:8]=[C:9]([F:31])[C:10]([CH3:30])=[C:11]([C:13]3[C:14]([C:27](O)=[O:28])=[CH:15][C:16]([C:19]([NH:21][CH2:22][C:23]([CH3:26])([CH3:25])[CH3:24])=[O:20])=[CH:17][CH:18]=3)[CH:12]=2)=[O:6])[CH2:3][CH2:2]1.C(Cl)CCl.C1C=CC2N(O)N=NC=2C=1.CCN(CC)CC.[N:53]1([CH2:58][CH2:59][NH2:60])[CH2:57][CH2:56][CH2:55][CH2:54]1. The yield is 0.800. The catalyst is C(Cl)Cl. (6) The reactants are Cl.[NH:2]1[CH2:5][CH:4]([C:6]([O:8][CH3:9])=[O:7])[CH2:3]1.CCN(C(C)C)C(C)C.[CH2:19]([O:26][C:27]([NH:29][C@@H:30]([CH2:34][C:35]1[CH:40]=[CH:39][C:38]([OH:41])=[CH:37][CH:36]=1)[C:31](O)=[O:32])=[O:28])[C:20]1[CH:25]=[CH:24][CH:23]=[CH:22][CH:21]=1.CN(C(ON1N=NC2C=CC=NC1=2)=[N+](C)C)C.F[P-](F)(F)(F)(F)F.Cl. The catalyst is CN(C=O)C. The product is [CH2:19]([O:26][C:27]([NH:29][C@@H:30]([CH2:34][C:35]1[CH:40]=[CH:39][C:38]([OH:41])=[CH:37][CH:36]=1)[C:31]([N:2]1[CH2:5][CH:4]([C:6]([O:8][CH3:9])=[O:7])[CH2:3]1)=[O:32])=[O:28])[C:20]1[CH:21]=[CH:22][CH:23]=[CH:24][CH:25]=1. The yield is 1.00. (7) The reactants are [CH3:1][O:2][C:3]1[C:4]([N+:21]([O-])=O)=[C:5]([CH:8]=[CH:9][C:10]=1[O:11][CH2:12][CH2:13][CH2:14][N:15]1[CH2:20][CH2:19][O:18][CH2:17][CH2:16]1)[C:6]#[N:7].O. The catalyst is C(O)(=O)C.[Fe]. The product is [NH2:21][C:4]1[C:3]([O:2][CH3:1])=[C:10]([O:11][CH2:12][CH2:13][CH2:14][N:15]2[CH2:16][CH2:17][O:18][CH2:19][CH2:20]2)[CH:9]=[CH:8][C:5]=1[C:6]#[N:7]. The yield is 0.920.